Dataset: Forward reaction prediction with 1.9M reactions from USPTO patents (1976-2016). Task: Predict the product of the given reaction. (1) Given the reactants [CH2:1]([C:5]1[N:10]=[C:9](SC)[NH:8][C:7](=[O:13])[CH:6]=1)[CH2:2][CH2:3][CH3:4].[NH2:14][C:15]1[CH:16]=[C:17]([CH:20]=[CH:21][CH:22]=1)[C:18]#[N:19], predict the reaction product. The product is: [CH2:1]([C:5]1[N:10]=[C:9]([NH:14][C:15]2[CH:16]=[C:17]([CH:20]=[CH:21][CH:22]=2)[C:18]#[N:19])[NH:8][C:7](=[O:13])[CH:6]=1)[CH2:2][CH2:3][CH3:4]. (2) Given the reactants [N+:1]([C:4]1[CH:9]=[CH:8][C:7]([C:10]2[CH:15]=[CH:14][CH:13]=[C:12]([C:16]([OH:18])=[O:17])[CH:11]=2)=[CH:6][C:5]=1[NH:19][C:20]1[CH:25]=[CH:24][CH:23]=[CH:22][CH:21]=1)([O-])=O.CO, predict the reaction product. The product is: [NH2:1][C:4]1[CH:9]=[CH:8][C:7]([C:10]2[CH:15]=[CH:14][CH:13]=[C:12]([C:16]([OH:18])=[O:17])[CH:11]=2)=[CH:6][C:5]=1[NH:19][C:20]1[CH:21]=[CH:22][CH:23]=[CH:24][CH:25]=1. (3) Given the reactants [CH2:1]([N:4]1[CH:8]=[CH:7][N:6]=[CH:5]1)[CH:2]=[CH2:3].[CH2:9]([Cl:12])[CH:10]=[CH2:11].C1(C)C=CC=CC=1, predict the reaction product. The product is: [Cl-:12].[CH2:1]([N+:4]1[CH:8]=[CH:7][N:6]([CH2:11][CH:10]=[CH2:9])[CH:5]=1)[CH:2]=[CH2:3]. (4) The product is: [OH:23][CH2:16][CH2:15][C:11]1[CH:10]=[C:9]2[C:14]([C:5]([NH:4][CH:1]([CH3:3])[CH3:2])=[C:6]([C:17]([NH2:19])=[O:18])[N:7]=[N:8]2)=[CH:13][CH:12]=1. Given the reactants [CH:1]([NH:4][C:5]1[C:14]2[C:9](=[CH:10][C:11]([CH:15]=[CH2:16])=[CH:12][CH:13]=2)[N:8]=[N:7][C:6]=1[C:17]([NH2:19])=[O:18])([CH3:3])[CH3:2].C1C[O:23]CC1, predict the reaction product. (5) Given the reactants BrC[CH2:3][C:4]1[CH:13]=[CH:12][C:11]([Cl:14])=[CH:10][C:5]=1[C:6]([O:8][CH3:9])=[O:7].[F:15][C:16]1[CH:17]=[C:18]([OH:23])[CH:19]=[C:20]([F:22])[CH:21]=1, predict the reaction product. The product is: [Cl:14][C:11]1[CH:12]=[CH:13][C:4]([CH2:3][O:23][C:18]2[CH:17]=[C:16]([F:15])[CH:21]=[C:20]([F:22])[CH:19]=2)=[C:5]([CH:10]=1)[C:6]([O:8][CH3:9])=[O:7]. (6) Given the reactants [C:1]1([CH2:7][C:8]([NH:10][C:11]#[N:12])=[O:9])[CH:6]=[CH:5][CH:4]=[CH:3][CH:2]=1.Cl.NO.[N:16]1C=CC=CC=1, predict the reaction product. The product is: [CH2:7]([C:8]1[O:9][N:12]=[C:11]([NH2:16])[N:10]=1)[C:1]1[CH:6]=[CH:5][CH:4]=[CH:3][CH:2]=1.